From a dataset of Full USPTO retrosynthesis dataset with 1.9M reactions from patents (1976-2016). Predict the reactants needed to synthesize the given product. Given the product [C:1]1([C:7]2[C:11]([C:12]([F:13])([F:14])[F:15])=[C:10]([C:16]3[NH:17][N:18]=[C:19]4[C:24]=3[CH2:23][CH2:22][C:21]3[CH:25]=[C:26]([CH:29]=[O:35])[CH:27]=[CH:28][C:20]4=3)[O:9][N:8]=2)[CH:6]=[CH:5][CH:4]=[CH:3][CH:2]=1, predict the reactants needed to synthesize it. The reactants are: [C:1]1([C:7]2[C:11]([C:12]([F:15])([F:14])[F:13])=[C:10]([C:16]3[NH:17][N:18]=[C:19]4[C:24]=3[CH2:23][CH2:22][C:21]3[CH:25]=[C:26]([CH:29]=C)[CH:27]=[CH:28][C:20]4=3)[O:9][N:8]=2)[CH:6]=[CH:5][CH:4]=[CH:3][CH:2]=1.C[N+]1([O-])CC[O:35]CC1.I([O-])(=O)(=O)=O.[Na+].